The task is: Predict which catalyst facilitates the given reaction.. This data is from Catalyst prediction with 721,799 reactions and 888 catalyst types from USPTO. Product: [Cl:15][C:16]1[CH:21]=[CH:20][CH:19]=[C:18]([F:22])[C:17]=1[CH2:23][N:24]1[CH:28]=[CH:27][C:26]([NH:29][C:2]2[S:3][C:4]([CH2:7][N:8]3[C:12]([CH3:13])=[CH:11][C:10]([CH3:14])=[N:9]3)=[CH:5][N:6]=2)=[N:25]1. Reactant: Cl[C:2]1[S:3][C:4]([CH2:7][N:8]2[C:12]([CH3:13])=[CH:11][C:10]([CH3:14])=[N:9]2)=[CH:5][N:6]=1.[Cl:15][C:16]1[CH:21]=[CH:20][CH:19]=[C:18]([F:22])[C:17]=1[CH2:23][N:24]1[CH:28]=[CH:27][C:26]([NH2:29])=[N:25]1.CC(C)([O-])C.[Na+].C1C=CC(P(C2C(C3C(P(C4C=CC=CC=4)C4C=CC=CC=4)=CC=C4C=3C=CC=C4)=C3C(C=CC=C3)=CC=2)C2C=CC=CC=2)=CC=1. The catalyst class is: 101.